This data is from Full USPTO retrosynthesis dataset with 1.9M reactions from patents (1976-2016). The task is: Predict the reactants needed to synthesize the given product. (1) Given the product [F:27][C:28]1[CH:48]=[C:47]([N+:49]([O-:51])=[O:50])[CH:46]=[CH:45][C:29]=1[O:30][C:2]1[CH:7]=[CH:6][N:5]=[C:4]2[CH:8]=[C:9]([C:11]3[CH:12]=[N:13][N:14]([CH2:16][CH2:17][N:18]([CH3:26])[C:19](=[O:25])[O:20][C:21]([CH3:24])([CH3:23])[CH3:22])[CH:15]=3)[S:10][C:3]=12, predict the reactants needed to synthesize it. The reactants are: Cl[C:2]1[CH:7]=[CH:6][N:5]=[C:4]2[CH:8]=[C:9]([C:11]3[CH:12]=[N:13][N:14]([CH2:16][CH2:17][N:18]([CH3:26])[C:19](=[O:25])[O:20][C:21]([CH3:24])([CH3:23])[CH3:22])[CH:15]=3)[S:10][C:3]=12.[F:27][C:28]1[CH:48]=[C:47]([N+:49]([O-:51])=[O:50])[CH:46]=[CH:45][C:29]=1[O:30]C1C=CN=C2C=C(C3SC=CN=3)SC=12. (2) Given the product [F:14][C:15]1[CH:16]=[C:17]([S:21][CH2:25][CH2:26][CH2:27][CH2:28][CH2:29][C:30]([OH:32])=[O:31])[CH:18]=[CH:19][CH:20]=1, predict the reactants needed to synthesize it. The reactants are: ClC1C=CC(Cl)=CC=1SCC(O)=O.[F:14][C:15]1[CH:16]=[C:17]([SH:21])[CH:18]=[CH:19][CH:20]=1.[OH-].[K+].Br[CH2:25][CH2:26][CH2:27][CH2:28][CH2:29][C:30]([O:32]CC)=[O:31]. (3) The reactants are: [CH3:1][O:2][C:3](=[O:18])[CH2:4][O:5][C:6]1[CH:11]=[CH:10][C:9]([O:12][CH2:13][C:14](=[S:16])[NH2:15])=[CH:8][C:7]=1[CH3:17].Br[CH2:20][C:21]([C:23]1[CH:28]=[CH:27][C:26]([C:29]([F:32])([F:31])[F:30])=[CH:25][CH:24]=1)=O.[CH3:33]CO. Given the product [CH2:1]([O:2][C:3](=[O:18])[CH2:4][O:5][C:6]1[CH:11]=[CH:10][C:9]([O:12][CH2:13][C:14]2[S:16][CH:20]=[C:21]([C:23]3[CH:28]=[CH:27][C:26]([C:29]([F:32])([F:31])[F:30])=[CH:25][CH:24]=3)[N:15]=2)=[CH:8][C:7]=1[CH3:17])[CH3:33], predict the reactants needed to synthesize it. (4) Given the product [Cl:27][C:28]1[CH:29]=[CH:30][C:31]([C@H:34]([NH:1][C:2]2[CH:3]=[CH:4][C:5]([F:26])=[C:6]([C@:8]3([CH:23]([F:25])[F:24])[C@@H:14]4[C@@H:12]([CH2:13]4)[O:11][C:10]([NH:15][C:16](=[O:22])[O:17][C:18]([CH3:20])([CH3:21])[CH3:19])=[N:9]3)[CH:7]=2)[C:35]([F:38])([F:36])[F:37])=[N:32][CH:33]=1, predict the reactants needed to synthesize it. The reactants are: [NH2:1][C:2]1[CH:3]=[CH:4][C:5]([F:26])=[C:6]([C@:8]2([CH:23]([F:25])[F:24])[C@@H:14]3[C@@H:12]([CH2:13]3)[O:11][C:10]([NH:15][C:16](=[O:22])[O:17][C:18]([CH3:21])([CH3:20])[CH3:19])=[N:9]2)[CH:7]=1.[Cl:27][C:28]1[CH:29]=[CH:30][C:31]([C:34](=O)[C:35]([F:38])([F:37])[F:36])=[N:32][CH:33]=1.C(N(CC)CC)C.[H-].[Al+3].[Li+].[H-].[H-].[H-].C(=O)([O-])N. (5) Given the product [O:14]1[CH:10]=[CH:11][CH:12]=[C:13]1[C:27]1[CH:28]=[CH:8][C:5]2[C:4](=[CH:3][CH:2]=[CH:7][CH:6]=2)[N:24]=1, predict the reactants needed to synthesize it. The reactants are: N[C:2]1[CH:7]=[CH:6][C:5]([CH3:8])=[CH:4][CH:3]=1.C(=O)[C:10]1[O:14][CH:13]=[CH:12][CH:11]=1.C(O)(=O)C(C)=O.C([N:24]([CH2:27][CH3:28])CC)C. (6) Given the product [Br:1][C:2]1[CH:33]=[CH:32][C:5]([C:6]([O:8][C@H:9]2[C:13]3[N:14]=[CH:15][N:16]=[C:17]([N:18]4[CH2:19][CH2:20][N:21]([C:24]([O:26][C:27]([CH3:28])([CH3:30])[CH3:29])=[O:25])[CH2:22][CH2:23]4)[C:12]=3[C@H:11]([CH3:31])[CH2:10]2)=[O:7])=[CH:4][CH:3]=1, predict the reactants needed to synthesize it. The reactants are: [Br:1][C:2]1[CH:33]=[CH:32][C:5]([C:6]([O:8][CH:9]2[C:13]3[N:14]=[CH:15][N:16]=[C:17]([N:18]4[CH2:23][CH2:22][N:21]([C:24]([O:26][C:27]([CH3:30])([CH3:29])[CH3:28])=[O:25])[CH2:20][CH2:19]4)[C:12]=3[C@H:11]([CH3:31])[CH2:10]2)=[O:7])=[CH:4][CH:3]=1.